This data is from Forward reaction prediction with 1.9M reactions from USPTO patents (1976-2016). The task is: Predict the product of the given reaction. (1) Given the reactants C([N:8]([CH2:16][C@@H:17]1[O:21][C:20](=[O:22])[N:19]([C:23]2[CH:28]=[CH:27][C:26]([N:29]3[CH2:34][CH2:33][O:32][CH2:31][CH2:30]3)=[C:25]([F:35])[CH:24]=2)[CH2:18]1)CC1C=CC=CC=1)C1C=CC=CC=1.N#N.[H][H], predict the reaction product. The product is: [NH2:8][CH2:16][C@@H:17]1[O:21][C:20](=[O:22])[N:19]([C:23]2[CH:28]=[CH:27][C:26]([N:29]3[CH2:30][CH2:31][O:32][CH2:33][CH2:34]3)=[C:25]([F:35])[CH:24]=2)[CH2:18]1. (2) Given the reactants Br[C:2]1[N:3]=[C:4]([CH:26]([C:40]2[CH:45]=[C:44]([O:46][CH2:47][CH3:48])[CH:43]=[C:42]([O:49][CH:50]([CH3:52])[CH3:51])[C:41]=2[F:53])[NH:27][C:28]2[CH:33]=[CH:32][C:31]([C:34]3[N:38]=[C:37]([CH3:39])[O:36][N:35]=3)=[CH:30][CH:29]=2)[N:5]([C:7]([C:20]2[CH:25]=[CH:24][CH:23]=[CH:22][CH:21]=2)([C:14]2[CH:19]=[CH:18][CH:17]=[CH:16][CH:15]=2)[C:8]2[CH:13]=[CH:12][CH:11]=[CH:10][CH:9]=2)[CH:6]=1.[C:54]([O-:57])([O-])=[O:55].[Na+].[Na+], predict the reaction product. The product is: [CH2:47]([O:46][C:44]1[CH:43]=[C:42]([O:49][CH:50]([CH3:51])[CH3:52])[C:41]([F:53])=[C:40]([CH:26]([NH:27][C:28]2[CH:33]=[CH:32][C:31]([C:34]3[N:38]=[C:37]([CH3:39])[O:36][N:35]=3)=[CH:30][CH:29]=2)[C:4]2[N:5]([C:7]([C:20]3[CH:25]=[CH:24][CH:23]=[CH:22][CH:21]=3)([C:14]3[CH:19]=[CH:18][CH:17]=[CH:16][CH:15]=3)[C:8]3[CH:13]=[CH:12][CH:11]=[CH:10][CH:9]=3)[CH:6]=[C:2]([C:8]3[CH:13]=[CH:12][CH:11]=[CH:10][C:9]=3[C:54]([OH:57])=[O:55])[N:3]=2)[CH:45]=1)[CH3:48]. (3) Given the reactants [C:1]([NH:5][S:6]([C:9]1[C:10]([C:15]2[CH:20]=[CH:19][C:18]([NH2:21])=[CH:17][CH:16]=2)=[CH:11][CH:12]=[CH:13][CH:14]=1)(=[O:8])=[O:7])([CH3:4])([CH3:3])[CH3:2].O.C1(C)C=CC(S(O)(=O)=O)=CC=1.[CH3:34][C:35]1([CH3:48])[O:47][C:39]2[C:40]([CH3:46])=[N:41][CH:42]=[C:43]([CH:44]=O)[C:38]=2[CH2:37][O:36]1.[BH4-].[Na+].[OH-].[Na+], predict the reaction product. The product is: [C:1]([NH:5][S:6]([C:9]1[C:10]([C:15]2[CH:20]=[CH:19][C:18]([NH:21][CH2:44][C:43]3[CH:42]=[N:41][C:40]([CH3:46])=[C:39]4[O:47][C:35]([CH3:48])([CH3:34])[O:36][CH2:37][C:38]=34)=[CH:17][CH:16]=2)=[CH:11][CH:12]=[CH:13][CH:14]=1)(=[O:8])=[O:7])([CH3:4])([CH3:2])[CH3:3]. (4) Given the reactants N1CCC(C(N)=O)CC1.C(C1C=CC(C(CNCCN2CCC([O:28][C:29](=[O:43])[NH:30][C:31]3[CH:36]=[CH:35][CH:34]=[CH:33][C:32]=3[C:37]3[CH:42]=[CH:41][CH:40]=[CH:39][CH:38]=3)CC2)=O)=CC=1)=O.[O-]S([O-])(=O)=O.[Na+].[Na+].CC(O)=O, predict the reaction product. The product is: [C:32]1([C:37]2[CH:42]=[CH:41][CH:40]=[CH:39][CH:38]=2)[CH:33]=[CH:34][CH:35]=[CH:36][C:31]=1[NH:30][C:29](=[O:28])[OH:43]. (5) Given the reactants [O:1]=[C:2]1[NH:7][C:6](=[O:8])[C:5](C#N)=[CH:4][N:3]1[C:11]1[CH:16]=[CH:15][CH:14]=[C:13]([C:17]([F:20])([F:19])[F:18])[CH:12]=1.O.N, predict the reaction product. The product is: [F:20][C:17]([F:18])([F:19])[C:13]1[CH:12]=[C:11]([N:3]2[CH:4]=[CH:5][C:6](=[O:8])[NH:7][C:2]2=[O:1])[CH:16]=[CH:15][CH:14]=1.